This data is from Reaction yield outcomes from USPTO patents with 853,638 reactions. The task is: Predict the reaction yield, written as a fraction of the theoretical maximum amount of product (1.0 means a 100% yield; for example, 0.34 means a 34% yield). The reactants are [C:1]([O:5][C:6]([N:8]([CH2:10][C:11]([OH:13])=O)[CH3:9])=[O:7])([CH3:4])([CH3:3])[CH3:2].C1N=CN(C(N2C=NC=C2)=O)C=1.[I-:26].[NH2:27][CH2:28][CH2:29][O:30][CH2:31][CH2:32][P+:33]([C:46]1[CH:51]=[CH:50][CH:49]=[CH:48][CH:47]=1)([C:40]1[CH:45]=[CH:44][CH:43]=[CH:42][CH:41]=1)[C:34]1[CH:39]=[CH:38][CH:37]=[CH:36][CH:35]=1. The catalyst is CN(C=O)C. The product is [C:1]([O:5][C:6]([N:8]([CH3:9])[CH2:10][C:11]([NH:27][CH2:28][CH2:29][O:30][CH2:31][CH2:32][P+:33]([C:46]1[CH:51]=[CH:50][CH:49]=[CH:48][CH:47]=1)([C:34]1[CH:35]=[CH:36][CH:37]=[CH:38][CH:39]=1)[C:40]1[CH:45]=[CH:44][CH:43]=[CH:42][CH:41]=1)=[O:13])=[O:7])([CH3:2])([CH3:3])[CH3:4].[I-:26]. The yield is 0.800.